This data is from Forward reaction prediction with 1.9M reactions from USPTO patents (1976-2016). The task is: Predict the product of the given reaction. (1) Given the reactants [CH:1]1([O:4][C:5]2[CH:6]=[C:7]([C:15]3[N:32](COCC[Si](C)(C)C)[C:18]4[CH:19]=[N:20][N:21]([CH2:24][O:25][CH2:26][CH2:27][Si:28]([CH3:31])([CH3:30])[CH3:29])[C:22](=[O:23])[C:17]=4[C:16]=3[CH2:41][O:42][CH2:43][CH:44]([CH3:46])[CH3:45])[CH:8]=[CH:9][C:10]=2[O:11][CH:12]([F:14])[F:13])[CH2:3][CH2:2]1.C1(OC2C=C(C3N(COCC[Si](C)(C)C)C4C=NN(COCC[Si](C)(C)C)C(=O)C=4C=3C)C=CC=2OC(F)F)CC1, predict the reaction product. The product is: [CH:1]1([O:4][C:5]2[CH:6]=[C:7]([C:15]3[NH:32][C:18]4[CH:19]=[N:20][N:21]([CH2:24][O:25][CH2:26][CH2:27][Si:28]([CH3:30])([CH3:31])[CH3:29])[C:22](=[O:23])[C:17]=4[C:16]=3[CH2:41][O:42][CH2:43][CH:44]([CH3:46])[CH3:45])[CH:8]=[CH:9][C:10]=2[O:11][CH:12]([F:14])[F:13])[CH2:3][CH2:2]1. (2) Given the reactants C([NH:4][C:5]1[C:10]2[CH:11]=[C:12]([C:14]([CH3:17])([CH3:16])[CH3:15])[O:13][C:9]=2[C:8]([C:18]([O:20][CH3:21])=[O:19])=[CH:7][C:6]=1[C:22]1[CH:27]=[CH:26][CH:25]=[CH:24][CH:23]=1)(=O)C.C(=O)([O-])O.O1CCOCC1.O.C(=O)(O)[O-].[Na+], predict the reaction product. The product is: [NH2:4][C:5]1[C:10]2[CH:11]=[C:12]([C:14]([CH3:16])([CH3:17])[CH3:15])[O:13][C:9]=2[C:8]([C:18]([O:20][CH3:21])=[O:19])=[CH:7][C:6]=1[C:22]1[CH:27]=[CH:26][CH:25]=[CH:24][CH:23]=1.